Dataset: HIV replication inhibition screening data with 41,000+ compounds from the AIDS Antiviral Screen. Task: Binary Classification. Given a drug SMILES string, predict its activity (active/inactive) in a high-throughput screening assay against a specified biological target. The drug is O=C1C=C(N2CC2)C(=O)C(N2CC2)=C1N1CC1. The result is 0 (inactive).